From a dataset of Forward reaction prediction with 1.9M reactions from USPTO patents (1976-2016). Predict the product of the given reaction. Given the reactants [F:1][C:2]1[CH:7]=[CH:6][C:5]([F:8])=[CH:4][C:3]=1[OH:9].C(=O)([O-])[O-].[K+].[K+].Cl[C:17]1[N:29]=[C:28]([C:30]2[CH:35]=[CH:34][CH:33]=[C:32]([O:36][CH3:37])[C:31]=2[F:38])[CH:27]=[CH:26][C:18]=1[C:19]([O:21][C:22]([CH3:25])([CH3:24])[CH3:23])=[O:20], predict the reaction product. The product is: [F:1][C:2]1[CH:7]=[CH:6][C:5]([F:8])=[CH:4][C:3]=1[O:9][C:17]1[N:29]=[C:28]([C:30]2[CH:35]=[CH:34][CH:33]=[C:32]([O:36][CH3:37])[C:31]=2[F:38])[CH:27]=[CH:26][C:18]=1[C:19]([O:21][C:22]([CH3:25])([CH3:24])[CH3:23])=[O:20].